This data is from Experimentally validated miRNA-target interactions with 360,000+ pairs, plus equal number of negative samples. The task is: Binary Classification. Given a miRNA mature sequence and a target amino acid sequence, predict their likelihood of interaction. (1) The miRNA is mmu-miR-743b-5p with sequence UGUUCAGACUGGUGUCCAUCA. The protein sequence of the target gene is MHYYRYSNAEVSCWYKYLLFSYNIVFWLAGVVFLGVGLWAWSEKGVLSDLTKVTRLHGIDPVVLVLMVGVVMFTLGFAGCVGALRENICLLKFFCGAIVLIFFLELAVAVLAFLFQDWVRDRFREFFESNIKSYRDDIDLQNLIDSLQKANQCCGAYGPEDWDLNVYFNCSGASYSREKCGVPFSCCVPDPAQKVVNTQCGYDVRIQLKSKWDEFIFTKGCIQALEGWLPRNIYIVAGVFIAISLLQIFGIFLARTLISDIEAVKAGHHF. Result: 0 (no interaction). (2) The miRNA is hsa-miR-5587-3p with sequence GCCCCGGGCAGUGUGAUCAUC. The protein sequence of the target gene is MARKLSVILILTFALSVTNPLHELKAAAFPQTTEKISPNWESGINVDLAISTRQYHLQQLFYRYGENNSLSVEGFRKLLQNIGIDKIKRIHIHHDHDHHSDHEHHSDHERHSDHEHHSEHEHHSDHDHHSHHNHAASGKNKRKALCPDHDSDSSGKDPRNSQGKGAHRPEHASGRRNVKDSVSASEVTSTVYNTVSEGTHFLETIETPRPGKLFPKDVSSSTPPSVTSKSRVSRLAGRKTNESVSEPRKGFMYSRNTNENPQECFNASKLLTSHGMGIQVPLNATEFNYLCPAIINQIDA.... Result: 0 (no interaction). (3) The miRNA is hsa-miR-548bb-5p with sequence AAAAGUAACUAUGGUUUUUGCC. The protein sequence of the target gene is MQRLGGILLCTLLAAAVPTAPAPSPTVTWTPAEPGPALNYPQEEATLNEMFREVEELMEDTQHKLRSAVEEMEAEEAAAKTSSEVNLASLPPNYHNETSTETRVGNNTVHVHQEVHKITNNQSGQVVFSETVITSVGDEEGKRSHECIIDEDCGPTRYCQFSSFKYTCQPCRDQQMLCTRDSECCGDQLCAWGHCTQKATKGGNGTICDNQRDCQPGLCCAFQRGLLFPVCTPLPVEGELCHDPTSQLLDLITWELEPEGALDRCPCASGLLCQPHSHSLVYMCKPAFVGSHDHSEESQL.... Result: 0 (no interaction). (4) The miRNA is mmu-let-7b-5p with sequence UGAGGUAGUAGGUUGUGUGGUU. The protein sequence of the target gene is MAARVLAPPGPDSFKPFTPESLANIERRIAESKLKKPPKADGSHREDDEDSKPKPNSDLEAGKSLPFIYGDIPQGLVAVPLEDFDPYYLTQKTFVVLNRGKTLFRFSATPALYILSPFNLIRRIAIKILIHSVFSMIIMCTILTNCVFMTFSNPPEWSKNVEYTFTGIYTFESLVKIIARGFCIDGFTFLRDPWNWLDFSVIMMAYVTEFVDLGNVSALRTFRVLRALKTISVIPGLKTIVGALIQSVKKLSDVMILTVFCLSVFALIGLQLFMGNLRNKCVVWPINFNESYLENGTRGF.... Result: 1 (interaction). (5) The miRNA is hsa-miR-1237-5p with sequence CGGGGGCGGGGCCGAAGCGCG. The protein sequence of the target gene is MEETEKKVATQEGRFFSKMKVFLMSLTCAYLAKSLSGVYMNSMLTQIERQFGIPTSVVGFITGSFEIGNLLLIVFVSYFGRKLHRPIIIGVGCVVMGLGCFLMASPHFLMGRYKYETTISPTSNLSSNSFLCIENRTQTLKPTQDPTECVKEIKSLMWIYVLIGNTMRGIGETPIMPLGISYIEDFAKSENSPLYIGILEMGKIVGPIIGLLLGSFFARVYVDIGSVNTDDLTITPTDTRWVGAWWIGFLVCAGVNILTSIPFFFFPKTLPKKELQDNVDVTKYEKVEKHRERAKKENLG.... Result: 0 (no interaction).